This data is from Forward reaction prediction with 1.9M reactions from USPTO patents (1976-2016). The task is: Predict the product of the given reaction. (1) Given the reactants [CH2:1]([OH:7])[C@H:2]([OH:6])[CH2:3][CH2:4][OH:5].[CH3:8][C:9]([CH3:11])=O, predict the reaction product. The product is: [CH3:8][C:9]1([CH3:11])[O:6][C@H:2]([CH2:3][CH2:4][OH:5])[CH2:1][O:7]1. (2) The product is: [C:18]([C:17]1[CH:20]=[CH:21][CH:22]=[CH:23][C:16]=1[NH:1][CH:2]1[CH2:3][CH2:4][N:5]([C:8]([O:10][C:11]([CH3:14])([CH3:13])[CH3:12])=[O:9])[CH2:6][CH2:7]1)#[N:19]. Given the reactants [NH2:1][CH:2]1[CH2:7][CH2:6][N:5]([C:8]([O:10][C:11]([CH3:14])([CH3:13])[CH3:12])=[O:9])[CH2:4][CH2:3]1.Br[C:16]1[CH:23]=[CH:22][CH:21]=[CH:20][C:17]=1[C:18]#[N:19].C(C1C=C(NC2CCN(C(OC(C)(C)C)=O)CC2)C=CC=1)#N, predict the reaction product. (3) Given the reactants C1C=CC(N([S:8]([C:11]([F:14])([F:13])[F:12])(=[O:10])=[O:9])[S:8]([C:11]([F:14])([F:13])[F:12])(=[O:10])=[O:9])=CC=1.[CH:22]1([C:25]2[CH:26]=[C:27]([CH:30]=[C:31]([O:34][CH2:35][CH3:36])[C:32]=2[OH:33])[CH:28]=[O:29])[CH2:24][CH2:23]1.CCN(C(C)C)C(C)C.Cl, predict the reaction product. The product is: [F:12][C:11]([F:14])([F:13])[S:8]([O:33][C:32]1[C:31]([O:34][CH2:35][CH3:36])=[CH:30][C:27]([CH:28]=[O:29])=[CH:26][C:25]=1[CH:22]1[CH2:23][CH2:24]1)(=[O:10])=[O:9]. (4) Given the reactants [NH:1]1[C:9]2[C:4](=[CH:5][CH:6]=[CH:7][CH:8]=2)[CH:3]=[CH:2]1.Cl.I[C:12]1[CH:17]=[CH:16][N:15]=[CH:14][CH:13]=1.CC(C)([O-])C.[Na+].CC(N(C)C)=O, predict the reaction product. The product is: [N:15]1[CH:16]=[CH:17][C:12]([N:1]2[C:9]3[C:4](=[CH:5][CH:6]=[CH:7][CH:8]=3)[CH:3]=[CH:2]2)=[CH:13][CH:14]=1. (5) Given the reactants Cl[C:2]1[CH:3]=[C:4]([NH:11][C:12]2[CH:17]=[CH:16][C:15]([O:18][CH3:19])=[C:14]([O:20][CH3:21])[N:13]=2)[C:5]2[N:6]([N:8]=[CH:9][N:10]=2)[CH:7]=1.[NH:22]1[CH2:27][CH2:26][CH2:25][CH:24]([NH:28][C:29](=[O:35])[O:30][C:31]([CH3:34])([CH3:33])[CH3:32])[CH2:23]1.CC(C1C=C(C(C)C)C(C2C=CC=CC=2P(C2CCCCC2)C2CCCCC2)=C(C(C)C)C=1)C.C([O-])([O-])=O.[Cs+].[Cs+], predict the reaction product. The product is: [CH3:19][O:18][C:15]1[CH:16]=[CH:17][C:12]([NH:11][C:4]2[C:5]3[N:6]([N:8]=[CH:9][N:10]=3)[CH:7]=[C:2]([N:22]3[CH2:27][CH2:26][CH2:25][CH:24]([NH:28][C:29](=[O:35])[O:30][C:31]([CH3:33])([CH3:32])[CH3:34])[CH2:23]3)[CH:3]=2)=[N:13][C:14]=1[O:20][CH3:21]. (6) Given the reactants Cl[C:2]1[C:11]2[C:6](=[CH:7][CH:8]=[C:9]([Cl:12])[N:10]=2)[N:5]=[CH:4][C:3]=1[C:13](=[O:15])[CH3:14].[CH3:16][N:17]([CH2:19][C@@H:20]1[CH2:25][CH2:24][C@H:23]([NH2:26])[CH2:22][CH2:21]1)[CH3:18], predict the reaction product. The product is: [Cl:12][C:9]1[N:10]=[C:11]2[C:6](=[CH:7][CH:8]=1)[N:5]=[CH:4][C:3]([C:13](=[O:15])[CH3:14])=[C:2]2[NH:26][C@H:23]1[CH2:24][CH2:25][C@@H:20]([CH2:19][N:17]([CH3:18])[CH3:16])[CH2:21][CH2:22]1.